Dataset: Forward reaction prediction with 1.9M reactions from USPTO patents (1976-2016). Task: Predict the product of the given reaction. (1) The product is: [CH3:25][O:24][C:18]1[CH:19]=[CH:20][CH:21]=[C:22]2[C:17]=1[NH:16][C:15](=[O:26])[N:14]([CH:11]1[CH2:12][CH2:13][NH:8][CH2:9][CH2:10]1)[CH2:23]2. Given the reactants C([N:8]1[CH2:13][CH2:12][CH:11]([N:14]2[CH2:23][C:22]3[C:17](=[C:18]([O:24][CH3:25])[CH:19]=[CH:20][CH:21]=3)[NH:16][C:15]2=[O:26])[CH2:10][CH2:9]1)C1C=CC=CC=1, predict the reaction product. (2) Given the reactants [Cl-].O[NH3+:3].[C:4](=[O:7])([O-])[OH:5].[Na+].CS(C)=O.[F:13][C:14]1[CH:15]=[C:16]([C:41]2[C:42]([C:47]#[N:48])=[CH:43][CH:44]=[CH:45][CH:46]=2)[CH:17]=[CH:18][C:19]=1[CH2:20][C:21]1[C:22](=[O:40])[N:23]([CH:34]2[CH2:39][CH2:38][S:37][CH2:36][CH2:35]2)[C:24]2[N:25]([N:30]=[C:31]([CH3:33])[N:32]=2)[C:26]=1[CH2:27][CH2:28][CH3:29], predict the reaction product. The product is: [F:13][C:14]1[CH:15]=[C:16]([C:41]2[CH:46]=[CH:45][CH:44]=[CH:43][C:42]=2[C:47]2[NH:3][C:4](=[O:7])[O:5][N:48]=2)[CH:17]=[CH:18][C:19]=1[CH2:20][C:21]1[C:22](=[O:40])[N:23]([CH:34]2[CH2:35][CH2:36][S:37][CH2:38][CH2:39]2)[C:24]2[N:25]([N:30]=[C:31]([CH3:33])[N:32]=2)[C:26]=1[CH2:27][CH2:28][CH3:29]. (3) Given the reactants [C:1]([C:5]1[CH:10]=[CH:9][C:8]([N+:11]([O-])=O)=[CH:7][C:6]=1[OH:14])([CH3:4])([CH3:3])[CH3:2].C([O-])=O.[NH4+], predict the reaction product. The product is: [C:1]([C:5]1[CH:10]=[CH:9][C:8]([NH2:11])=[CH:7][C:6]=1[OH:14])([CH3:4])([CH3:2])[CH3:3]. (4) Given the reactants [NH2:1][C:2]1[CH:7]=[C:6]([C:8]([CH3:11])([CH3:10])[CH3:9])[CH:5]=[CH:4][C:3]=1[NH:12][C:13](=O)[CH2:14][CH2:15][CH:16]1[CH2:19][CH:18]([N:20]([CH2:25][C@@H:26]2[C@@H:33]3[C@@H:29]([O:30][C:31]([CH3:35])([CH3:34])[O:32]3)[C@H:28]([N:36]3[C:40]4[N:41]=[CH:42][N:43]=[C:44]([NH:45][CH2:46][C:47]5[CH:52]=[CH:51][C:50]([O:53][CH3:54])=[CH:49][C:48]=5[O:55][CH3:56])[C:39]=4[CH:38]=[CH:37]3)[CH2:27]2)[CH2:21][CH:22]([CH3:24])[CH3:23])[CH2:17]1, predict the reaction product. The product is: [C:8]([C:6]1[CH:5]=[CH:4][C:3]2[NH:12][C:13]([CH2:14][CH2:15][CH:16]3[CH2:19][CH:18]([N:20]([CH2:25][C@@H:26]4[C@H:33]5[O:32][C:31]([CH3:34])([CH3:35])[O:30][C@H:29]5[C@H:28]([N:36]5[C:40]6[N:41]=[CH:42][N:43]=[C:44]([NH:45][CH2:46][C:47]7[CH:52]=[CH:51][C:50]([O:53][CH3:54])=[CH:49][C:48]=7[O:55][CH3:56])[C:39]=6[CH:38]=[CH:37]5)[CH2:27]4)[CH2:21][CH:22]([CH3:24])[CH3:23])[CH2:17]3)=[N:1][C:2]=2[CH:7]=1)([CH3:9])([CH3:11])[CH3:10]. (5) Given the reactants [NH2:1][C:2]1[CH:3]=[C:4]2[C:9](=[C:10]([C:12]([F:15])([F:14])[F:13])[CH:11]=1)[N:8]=[CH:7][C:6]([C:16]#[N:17])=[C:5]2[NH:18][C:19]1[CH:24]=[CH:23][C:22]([F:25])=[C:21]([Cl:26])[CH:20]=1.[CH3:27][C:28]1[CH:29]=[C:30]([CH:34]=O)[O:31][C:32]=1[CH3:33].[BH3-]C#N.[Na+], predict the reaction product. The product is: [Cl:26][C:21]1[CH:20]=[C:19]([NH:18][C:5]2[C:4]3[C:9](=[C:10]([C:12]([F:13])([F:14])[F:15])[CH:11]=[C:2]([NH:1][CH2:34][C:30]4[O:31][C:32]([CH3:33])=[C:28]([CH3:27])[CH:29]=4)[CH:3]=3)[N:8]=[CH:7][C:6]=2[C:16]#[N:17])[CH:24]=[CH:23][C:22]=1[F:25]. (6) The product is: [OH:36][C@:37]1([C@@H:56]2[CH2:60][S:59][C:58](=[O:61])[NH:57]2)[CH2:52][C@H:51]2[CH2:53][C@@H:39]([CH2:40][CH2:41][CH2:42][CH:43]=[CH:44][CH2:45][CH2:46][C:47]([CH3:55])=[CH:48][C:49](=[O:50])[NH:8]2)[O:38]1. Given the reactants COC1C=CC(C[N:8]2[C@H](C34CC(OCC3)CCCC=CCCC(C)=CC(=O)N4)CSC2=O)=CC=1.C[O:36][C@:37]1([C@@H:56]2[CH2:60][S:59][C:58](=[O:61])[N:57]2CC2C=CC(OC)=CC=2)[CH2:52][C@H:51]2[CH2:53][C@@H:39]([CH2:40][CH2:41][CH2:42][CH:43]=[CH:44][CH2:45][CH2:46][C:47]([CH3:55])=[CH:48][C:49](=O)[O:50]2)[O:38]1, predict the reaction product. (7) Given the reactants [F:1][C:2]([F:18])([F:17])[CH2:3][O:4][C:5]1[CH:14]=[CH:13][C:12]2[C:7](=[CH:8][CH:9]=[CH:10][CH:11]=2)[C:6]=1[CH:15]=[O:16].[BH4-].[Na+].Cl, predict the reaction product. The product is: [F:1][C:2]([F:17])([F:18])[CH2:3][O:4][C:5]1[CH:14]=[CH:13][C:12]2[C:7](=[CH:8][CH:9]=[CH:10][CH:11]=2)[C:6]=1[CH2:15][OH:16]. (8) Given the reactants Cl[P:2]1(=[O:12])[O:7][C:6]2[CH:8]=[CH:9][CH:10]=[CH:11][C:5]=2[CH2:4][O:3]1.[OH2:13], predict the reaction product. The product is: [OH:13][P:2]1(=[O:12])[O:7][C:6]2[CH:8]=[CH:9][CH:10]=[CH:11][C:5]=2[CH2:4][O:3]1. (9) Given the reactants [F:1][C:2]1[CH:7]=[CH:6][C:5]([NH:8][C:9]([NH2:11])=[S:10])=[CH:4][CH:3]=1.Cl[CH2:13][C:14]([CH2:16]Cl)=O.[NH2:18][C:19]1[C:24]([C:25]#[N:26])=[C:23]([C:27]2[CH:32]=[CH:31][C:30]([O:33][CH2:34][CH:35]3[CH2:39][O:38][C:37]([CH3:41])([CH3:40])[O:36]3)=[CH:29][CH:28]=2)[C:22]([C:42]#[N:43])=[C:21]([SH:44])[N:20]=1.C(=O)(O)[O-].[Na+], predict the reaction product. The product is: [NH2:18][C:19]1[C:24]([C:25]#[N:26])=[C:23]([C:27]2[CH:32]=[CH:31][C:30]([O:33][CH2:34][CH:35]3[CH2:39][O:38][C:37]([CH3:40])([CH3:41])[O:36]3)=[CH:29][CH:28]=2)[C:22]([C:42]#[N:43])=[C:21]([S:44][CH2:16][C:14]2[N:11]=[C:9]([NH:8][C:5]3[CH:4]=[CH:3][C:2]([F:1])=[CH:7][CH:6]=3)[S:10][CH:13]=2)[N:20]=1. (10) Given the reactants O.O.O.C([O-])(=O)C.[Na+].[Cl:9][CH:10](C(C)=O)[C:11]([O:13][CH2:14][CH3:15])=[O:12].N([O-])=O.[Na+].[Cl:23][C:24]1[CH:25]=[C:26]([NH2:30])[CH:27]=[CH:28][CH:29]=1.[Cl-].C1([N+:38]#N)C=CC=CC=1, predict the reaction product. The product is: [Cl:9][C:10](=[N:38][NH:30][C:26]1[CH:27]=[CH:28][CH:29]=[C:24]([Cl:23])[CH:25]=1)[C:11]([O:13][CH2:14][CH3:15])=[O:12].